Predict the reactants needed to synthesize the given product. From a dataset of Full USPTO retrosynthesis dataset with 1.9M reactions from patents (1976-2016). (1) Given the product [Cl:38][C:35]1[CH:36]=[CH:37][C:32]([CH2:31][N:27]2[C:28]3[C:24](=[CH:23][C:22](/[CH:21]=[C:18]4/[C:19](=[O:20])[N:15]([CH:10]5[C:11](=[O:14])[CH2:12][CH2:13][NH:8][CH2:9]5)[C:16](=[O:43])[S:17]/4)=[CH:30][CH:29]=3)[CH:25]=[N:26]2)=[C:33]([C:39]([F:41])([F:42])[F:40])[CH:34]=1, predict the reactants needed to synthesize it. The reactants are: C(OC([N:8]1[CH2:13][CH2:12][CH:11]([OH:14])[CH:10]([N:15]2[C:19](=[O:20])[C:18](=[CH:21][C:22]3[CH:23]=[C:24]4[C:28](=[CH:29][CH:30]=3)[N:27]([CH2:31][C:32]3[CH:37]=[CH:36][C:35]([Cl:38])=[CH:34][C:33]=3[C:39]([F:42])([F:41])[F:40])[N:26]=[CH:25]4)[S:17][C:16]2=[O:43])[CH2:9]1)=O)(C)(C)C.CC(OI1(OC(C)=O)(OC(C)=O)OC(=O)C2C=CC=CC1=2)=O.C(O)(C(F)(F)F)=O.C(Cl)Cl. (2) Given the product [C:1]([C:5]1[O:9][N:8]=[C:7]([NH:10][C:11]([NH:13][C:14]2[CH:19]=[CH:18][CH:17]=[C:16]([O:20][C:22]3[C:31]4[C:26](=[CH:27][C:28]([O:32][CH3:33])=[CH:29][CH:30]=4)[N:25]=[CH:24][N:23]=3)[CH:15]=2)=[O:12])[CH:6]=1)([CH3:4])([CH3:2])[CH3:3], predict the reactants needed to synthesize it. The reactants are: [C:1]([C:5]1[O:9][N:8]=[C:7]([NH:10][C:11]([NH:13][C:14]2[CH:19]=[CH:18][CH:17]=[C:16]([OH:20])[CH:15]=2)=[O:12])[CH:6]=1)([CH3:4])([CH3:3])[CH3:2].Cl[C:22]1[C:31]2[C:26](=[CH:27][C:28]([O:32][CH3:33])=[CH:29][CH:30]=2)[N:25]=[CH:24][N:23]=1.Cl.O1CCOCC1. (3) Given the product [Cl:37][C:38]1[CH:44]=[CH:43][C:41]([NH:42][C:26]([NH:20][C:19]2[CH:21]=[C:22]([CH3:23])[C:16]([O:15][C:6]3[C:5]4[C:10](=[CH:11][C:12]([O:13][CH3:14])=[C:3]([O:2][CH3:1])[CH:4]=4)[N:9]=[CH:8][CH:7]=3)=[CH:17][C:18]=2[CH3:24])=[O:28])=[C:40]([CH3:45])[CH:39]=1, predict the reactants needed to synthesize it. The reactants are: [CH3:1][O:2][C:3]1[CH:4]=[C:5]2[C:10](=[CH:11][C:12]=1[O:13][CH3:14])[N:9]=[CH:8][CH:7]=[C:6]2[O:15][C:16]1[C:22]([CH3:23])=[CH:21][C:19]([NH2:20])=[C:18]([CH3:24])[CH:17]=1.Cl[C:26](Cl)([O:28]C(=O)OC(Cl)(Cl)Cl)Cl.[Cl:37][C:38]1[CH:44]=[CH:43][C:41]([NH2:42])=[C:40]([CH3:45])[CH:39]=1.C(=O)([O-])O.[Na+]. (4) Given the product [NH2:10][CH2:9][C@H:5]1[CH2:6][CH2:7][CH2:8][C@H:3]([OH:2])[CH2:4]1, predict the reactants needed to synthesize it. The reactants are: N.[OH:2][C@H:3]1[CH2:8][CH2:7][CH2:6][C@H:5]([C:9]#[N:10])[CH2:4]1. (5) Given the product [NH2:14][C:15]1[C:24]2[C:19](=[C:20]([C:2]3[CH:10]=[C:9]4[C:5]([C:6]([CH:11]5[CH2:13][CH2:12]5)=[N:7][NH:8]4)=[CH:4][CH:3]=3)[C:21]([CH3:25])=[CH:22][CH:23]=2)[N:18]=[N:17][C:16]=1[C:27]([NH2:29])=[O:28], predict the reactants needed to synthesize it. The reactants are: Br[C:2]1[CH:10]=[C:9]2[C:5]([C:6]([CH:11]3[CH2:13][CH2:12]3)=[N:7][NH:8]2)=[CH:4][CH:3]=1.[NH2:14][C:15]1[C:24]2[C:19](=[C:20](Br)[C:21]([CH3:25])=[CH:22][CH:23]=2)[N:18]=[N:17][C:16]=1[C:27]([NH2:29])=[O:28]. (6) The reactants are: [O:1]=[C:2]([C:9]1[CH:14]=[CH:13][C:12]([O:15][C:16]2[CH:21]=[CH:20][CH:19]=[CH:18][CH:17]=2)=[CH:11][CH:10]=1)[CH2:3][C:4]([O:6][CH2:7][CH3:8])=[O:5].[Br:22]Br. Given the product [Br:22][CH:3]([C:2](=[O:1])[C:9]1[CH:14]=[CH:13][C:12]([O:15][C:16]2[CH:21]=[CH:20][CH:19]=[CH:18][CH:17]=2)=[CH:11][CH:10]=1)[C:4]([O:6][CH2:7][CH3:8])=[O:5], predict the reactants needed to synthesize it.